The task is: Predict the reactants needed to synthesize the given product.. This data is from Full USPTO retrosynthesis dataset with 1.9M reactions from patents (1976-2016). (1) Given the product [N:21]1([CH2:2][CH2:3][CH2:4][O:5][C:6]2[CH:11]=[CH:10][C:9]([C:12]3[N:13]=[C:14]4[CH:19]=[CH:18][CH:17]=[CH:16][N:15]4[CH:20]=3)=[CH:8][CH:7]=2)[CH2:26][CH2:25][CH2:24][CH2:23][CH2:22]1, predict the reactants needed to synthesize it. The reactants are: Cl[CH2:2][CH2:3][CH2:4][O:5][C:6]1[CH:11]=[CH:10][C:9]([C:12]2[N:13]=[C:14]3[CH:19]=[CH:18][CH:17]=[CH:16][N:15]3[CH:20]=2)=[CH:8][CH:7]=1.[NH:21]1[CH2:26][CH2:25][CH2:24][CH2:23][CH2:22]1. (2) The reactants are: [C:1]([O:5][C:6]([N:8]1[CH2:13][CH2:12][N:11]([C:14]2[N:19]=[C:18]([C:20]3[CH:25]=[CH:24][N:23]=[C:22]([NH:26][CH:27]4[CH2:32][CH2:31][CH2:30][CH2:29][CH2:28]4)[CH:21]=3)[CH:17]=[C:16]([C:33]([NH:35][NH2:36])=[O:34])[CH:15]=2)[CH2:10][CH2:9]1)=[O:7])([CH3:4])([CH3:3])[CH3:2].C1C[O:40][CH2:39]C1.C(C1NC=CN=1)(C1NC=CN=1)=O.CCN(CC)CC. Given the product [C:1]([O:5][C:6]([N:8]1[CH2:13][CH2:12][N:11]([C:14]2[N:19]=[C:18]([C:20]3[CH:25]=[CH:24][N:23]=[C:22]([NH:26][CH:27]4[CH2:32][CH2:31][CH2:30][CH2:29][CH2:28]4)[CH:21]=3)[CH:17]=[C:16]([C:33]3[O:34][C:39](=[O:40])[NH:36][N:35]=3)[CH:15]=2)[CH2:10][CH2:9]1)=[O:7])([CH3:4])([CH3:2])[CH3:3], predict the reactants needed to synthesize it. (3) Given the product [Cl:24][C:20]1[CH:21]=[C:22]([F:23])[C:17]([NH:15][N:16]=[CH:2][C:3](=[O:4])[C:5]([F:8])([F:7])[F:6])=[N:18][CH:19]=1, predict the reactants needed to synthesize it. The reactants are: Br[CH:2](Br)[C:3]([C:5]([F:8])([F:7])[F:6])=[O:4].C([O-])(=O)C.[Na+].[NH:15]([C:17]1[C:22]([F:23])=[CH:21][C:20]([Cl:24])=[CH:19][N:18]=1)[NH2:16]. (4) Given the product [CH2:1]([N:8]1[C:12]2[CH:13]=[C:14]([F:18])[C:15]([F:17])=[CH:16][C:11]=2[N:10]=[C:9]1[C:19]1[CH:24]=[CH:23][C:22]([Cl:25])=[CH:21][C:20]=1[O:26][CH2:28][CH:29]1[CH2:31][CH2:30]1)[C:2]1[CH:7]=[CH:6][CH:5]=[CH:4][CH:3]=1, predict the reactants needed to synthesize it. The reactants are: [CH2:1]([N:8]1[C:12]2[CH:13]=[C:14]([F:18])[C:15]([F:17])=[CH:16][C:11]=2[N:10]=[C:9]1[C:19]1[CH:24]=[CH:23][C:22]([Cl:25])=[CH:21][C:20]=1[OH:26])[C:2]1[CH:7]=[CH:6][CH:5]=[CH:4][CH:3]=1.Br[CH2:28][CH:29]1[CH2:31][CH2:30]1. (5) Given the product [NH2:42][CH2:41][C:40]#[C:39][C:37]1[C:19]2[N:20]=[C:21]([NH:24][C:25]3[CH:26]=[CH:27][C:28]([N:31]4[CH2:32][CH2:33][O:34][CH2:35][CH2:36]4)=[CH:29][CH:30]=3)[N:22]=[CH:23][C:18]=2[C:17](=[O:50])[N:16]([C:10]2[C:11]([Cl:15])=[CH:12][CH:13]=[CH:14][C:9]=2[Cl:8])[CH:38]=1, predict the reactants needed to synthesize it. The reactants are: C(O)(C(F)(F)F)=O.[Cl:8][C:9]1[CH:14]=[CH:13][CH:12]=[C:11]([Cl:15])[C:10]=1[N:16]1[CH:38]=[C:37]([C:39]#[C:40][CH2:41][NH:42]C(=O)OC(C)(C)C)[C:19]2[N:20]=[C:21]([NH:24][C:25]3[CH:30]=[CH:29][C:28]([N:31]4[CH2:36][CH2:35][O:34][CH2:33][CH2:32]4)=[CH:27][CH:26]=3)[N:22]=[CH:23][C:18]=2[C:17]1=[O:50]. (6) Given the product [Cl:1][C:2]1[S:6][C:5]([C:7]([NH:9][CH2:10][CH2:11][O:12][S:25]([CH3:24])(=[O:27])=[O:26])=[O:8])=[C:4]([Si:13]([CH3:16])([CH3:15])[CH3:14])[CH:3]=1, predict the reactants needed to synthesize it. The reactants are: [Cl:1][C:2]1[S:6][C:5]([C:7]([NH:9][CH2:10][CH2:11][OH:12])=[O:8])=[C:4]([Si:13]([CH3:16])([CH3:15])[CH3:14])[CH:3]=1.C(N(CC)CC)C.[CH3:24][S:25](Cl)(=[O:27])=[O:26].O. (7) The reactants are: Cl[C:2]1[C:15]([C:16]2[CH:21]=[CH:20][CH:19]=[CH:18][CH:17]=2)=[CH:14][N:5]2[N:6]=[C:7]3[C:12]([CH:11]=[C:10]([F:13])[CH:9]=[CH:8]3)=[C:4]2[N:3]=1.[C:22]([O:26][C:27](=[O:48])[NH:28][C:29]1([C:33]2[CH:38]=[CH:37][C:36](B3OC(C)(C)C(C)(C)O3)=[CH:35][CH:34]=2)[CH2:32][CH2:31][CH2:30]1)([CH3:25])([CH3:24])[CH3:23].C(=O)([O-])[O-].[Na+].[Na+]. Given the product [C:22]([O:26][C:27](=[O:48])[NH:28][C:29]1([C:33]2[CH:34]=[CH:35][C:36]([C:2]3[C:15]([C:16]4[CH:21]=[CH:20][CH:19]=[CH:18][CH:17]=4)=[CH:14][N:5]4[N:6]=[C:7]5[C:12]([CH:11]=[C:10]([F:13])[CH:9]=[CH:8]5)=[C:4]4[N:3]=3)=[CH:37][CH:38]=2)[CH2:30][CH2:31][CH2:32]1)([CH3:25])([CH3:23])[CH3:24], predict the reactants needed to synthesize it. (8) Given the product [CH2:19]([O:18][C:17](=[O:21])[CH2:16][C:12]1[CH:11]=[C:10]([Br:9])[CH:15]=[CH:14][N:13]=1)[CH3:20], predict the reactants needed to synthesize it. The reactants are: C([N-]C(C)C)(C)C.[Li+].[Br:9][C:10]1[CH:15]=[CH:14][N:13]=[C:12]([CH3:16])[CH:11]=1.[C:17](=O)([O:21]CC)[O:18][CH2:19][CH3:20].